Dataset: Forward reaction prediction with 1.9M reactions from USPTO patents (1976-2016). Task: Predict the product of the given reaction. Given the reactants [NH2:1][C:2]1[CH:7]=[CH:6][CH:5]=[CH:4][C:3]=1[NH:8][C:9](=[O:11])[CH3:10].Br[C:13]1[C:14]([CH3:23])=[C:15]([CH:20]=[CH:21][CH:22]=1)[C:16]([O:18][CH3:19])=[O:17].C1(P(C2C=CC=CC=2)C2C3OC4C(=CC=CC=4P(C4C=CC=CC=4)C4C=CC=CC=4)C(C)(C)C=3C=CC=2)C=CC=CC=1.C(=O)([O-])[O-].[Cs+].[Cs+], predict the reaction product. The product is: [C:9]([NH:8][C:3]1[CH:4]=[CH:5][CH:6]=[CH:7][C:2]=1[NH:1][C:13]1[C:14]([CH3:23])=[C:15]([CH:20]=[CH:21][CH:22]=1)[C:16]([O:18][CH3:19])=[O:17])(=[O:11])[CH3:10].